From a dataset of Peptide-MHC class I binding affinity with 185,985 pairs from IEDB/IMGT. Regression. Given a peptide amino acid sequence and an MHC pseudo amino acid sequence, predict their binding affinity value. This is MHC class I binding data. (1) The peptide sequence is FQPQNGQGI. The MHC is H-2-Kb with pseudo-sequence H-2-Kb. The binding affinity (normalized) is 0.0258. (2) The peptide sequence is CLGGLLTMV. The MHC is HLA-A68:02 with pseudo-sequence HLA-A68:02. The binding affinity (normalized) is 0. (3) The peptide sequence is SSDDQITLF. The MHC is H-2-Kb with pseudo-sequence H-2-Kb. The binding affinity (normalized) is 0.166. (4) The peptide sequence is KFKRKLMYV. The MHC is HLA-B18:01 with pseudo-sequence HLA-B18:01. The binding affinity (normalized) is 0.0847. (5) The binding affinity (normalized) is 0.184. The peptide sequence is AEMLASIDLKY. The MHC is HLA-B40:01 with pseudo-sequence HLA-B40:01. (6) The peptide sequence is LISSDGARVI. The MHC is HLA-A02:06 with pseudo-sequence HLA-A02:06. The binding affinity (normalized) is 0.0332. (7) The MHC is HLA-B15:01 with pseudo-sequence HLA-B15:01. The binding affinity (normalized) is 0.213. The peptide sequence is MAIHRSLTK.